Task: Predict the product of the given reaction.. Dataset: Forward reaction prediction with 1.9M reactions from USPTO patents (1976-2016) Given the reactants [OH:1][CH2:2][C:3]1[N:4]=[C:5]2[C:10]([N:11]3[CH2:16][CH2:15][O:14][CH2:13][CH2:12]3)=[N:9][CH:8]=[C:7]([C:17]3[CH:18]=[CH:19][C:20]([N:23]4[CH2:28][CH2:27][N:26]([C:29]([O:31][C:32]([CH3:35])([CH3:34])[CH3:33])=[O:30])[CH2:25][CH2:24]4)=[N:21][CH:22]=3)[N:6]2[CH:36]=1.Cl[C:38]1[N:43]=[CH:42][CH:41]=[CH:40][N:39]=1, predict the reaction product. The product is: [O:14]1[CH2:13][CH2:12][N:11]([C:10]2[C:5]3[N:6]([CH:36]=[C:3]([CH2:2][O:1][C:38]4[N:43]=[CH:42][CH:41]=[CH:40][N:39]=4)[N:4]=3)[C:7]([C:17]3[CH:18]=[CH:19][C:20]([N:23]4[CH2:24][CH2:25][N:26]([C:29]([O:31][C:32]([CH3:33])([CH3:35])[CH3:34])=[O:30])[CH2:27][CH2:28]4)=[N:21][CH:22]=3)=[CH:8][N:9]=2)[CH2:16][CH2:15]1.